Dataset: Forward reaction prediction with 1.9M reactions from USPTO patents (1976-2016). Task: Predict the product of the given reaction. Given the reactants C1C2C(COC(=O)[NH:17][C:18]([NH:20][C@@:21]3([C:30]4[CH:35]=[CH:34][CH:33]=[CH:32][C:31]=4[F:36])[CH2:25][C@@H:24]([O:26][CH3:27])[CH2:23][C@H:22]3[CH2:28]O)=[S:19])C3C(=CC=CC=3)C=2C=CC=1, predict the reaction product. The product is: [F:36][C:31]1[CH:32]=[CH:33][CH:34]=[CH:35][C:30]=1[C@:21]12[CH2:25][C@@H:24]([O:26][CH3:27])[CH2:23][C@H:22]1[CH2:28][S:19][C:18]([NH2:17])=[N:20]2.